From a dataset of Full USPTO retrosynthesis dataset with 1.9M reactions from patents (1976-2016). Predict the reactants needed to synthesize the given product. (1) Given the product [Cl:1][C:2]1[CH:25]=[CH:24][C:5]([C:6]([N:8]2[C:16]3[C:11](=[CH:12][C:13]([O:17][CH3:18])=[CH:14][CH:15]=3)[C:10]([CH2:19][C:20]([OH:22])=[O:21])=[CH:9]2)=[O:7])=[CH:4][CH:3]=1, predict the reactants needed to synthesize it. The reactants are: [Cl:1][C:2]1[CH:25]=[CH:24][C:5]([C:6]([N:8]2[C:16]3[C:11](=[CH:12][C:13]([O:17][CH3:18])=[CH:14][CH:15]=3)[C:10]([CH2:19][C:20]([O:22]C)=[O:21])=[CH:9]2)=[O:7])=[CH:4][CH:3]=1.[OH-].C[Sn+](C)C.ClCCl.CC(O)=O. (2) Given the product [Cl:40][C:41]1[CH:54]=[CH:53][C:44]([CH2:45][C:6]2([OH:5])[CH2:7][CH2:8][N:9]([S:12]([C:15]3[C:16]([CH3:22])=[N:17][N:18]([CH3:21])[C:19]=3[CH3:20])(=[O:13])=[O:14])[CH2:10][CH2:11]2)=[C:43]([O:55][CH3:56])[CH:42]=1, predict the reactants needed to synthesize it. The reactants are: ClC1C=C(C=CC=1Cl)[O:5][CH:6]1[CH2:11][CH2:10][N:9]([S:12]([C:15]2[C:16]([CH3:22])=[N:17][N:18]([CH3:21])[C:19]=2[CH3:20])(=[O:14])=[O:13])[CH2:8][CH2:7]1.CN1C(C)=C(S(Cl)(=O)=O)C(C)=N1.Cl.[Cl:40][C:41]1[CH:54]=[CH:53][C:44]([CH2:45]C2(O)CCNCC2)=[C:43]([O:55][CH3:56])[CH:42]=1. (3) Given the product [C:23]([O:17][C:15]1[C:5]2[C:4](=[CH:3][C:2]([Br:1])=[C:10]([F:11])[CH:9]=2)[N:12]([C:18](=[O:21])[CH3:19])[C:13]=1[CH3:14])(=[O:25])[CH3:24], predict the reactants needed to synthesize it. The reactants are: [Br:1][C:2]1[C:10]([F:11])=[CH:9][C:5](C(O)=O)=[C:4]([NH:12][CH:13]([C:15]([OH:17])=O)[CH3:14])[CH:3]=1.[C:18]([O-:21])(=O)[CH3:19].[Na+].[C:23](OC(=O)C)(=[O:25])[CH3:24]. (4) Given the product [Cl:9][C:10]1[CH:11]=[C:12]([CH:13]=[C:14]([Cl:16])[CH:15]=1)[O:17][C:2]1[C:6]([CH3:7])=[N:25][NH:26][C:3]=1[CH3:4], predict the reactants needed to synthesize it. The reactants are: Cl[CH:2]([C:6](=O)[CH3:7])[C:3](=O)[CH3:4].[Cl:9][C:10]1[CH:11]=[C:12]([OH:17])[CH:13]=[C:14]([Cl:16])[CH:15]=1.C(=O)([O-])[O-].[Cs+].[Cs+].O.[NH2:25][NH2:26]. (5) Given the product [CH3:1][O:2][C:3]1[CH:4]=[C:5]([CH:33]=[CH:34][C:35]=1[O:36][CH3:37])[CH2:6][CH:7]1[C:16]2[C:11](=[CH:12][C:13]([O:18][CH3:19])=[C:14]([O:17][CH2:39][CH:40]([CH3:42])[CH3:41])[CH:15]=2)[CH2:10][CH2:9][N:8]1[CH2:20][C:21]([NH:23][CH:24]1[C:32]2[C:27](=[CH:28][CH:29]=[CH:30][CH:31]=2)[CH2:26][CH2:25]1)=[O:22], predict the reactants needed to synthesize it. The reactants are: [CH3:1][O:2][C:3]1[CH:4]=[C:5]([CH:33]=[CH:34][C:35]=1[O:36][CH3:37])[CH2:6][CH:7]1[C:16]2[C:11](=[CH:12][C:13]([O:18][CH3:19])=[C:14]([OH:17])[CH:15]=2)[CH2:10][CH2:9][N:8]1[CH2:20][C:21]([NH:23][CH:24]1[C:32]2[C:27](=[CH:28][CH:29]=[CH:30][CH:31]=2)[CH2:26][CH2:25]1)=[O:22].Br[CH2:39][CH:40]([CH3:42])[CH3:41].